This data is from Reaction yield outcomes from USPTO patents with 853,638 reactions. The task is: Predict the reaction yield, written as a fraction of the theoretical maximum amount of product (1.0 means a 100% yield; for example, 0.34 means a 34% yield). (1) The reactants are [I:1][C:2]1[CH:17]=[CH:16][C:5]2[NH:6][C:7]([CH2:12][C:13](O)=[O:14])=[N:8][S:9](=[O:11])(=[O:10])[C:4]=2[CH:3]=1.C([O:21][C:22]([C:24]1[N:25]([NH:29][CH2:30][CH2:31][C:32]([CH3:35])([CH3:34])[CH3:33])[CH:26]=[CH:27][CH:28]=1)=O)C=C.ClCCl.[O-]CC.[Na+].Cl. The catalyst is CN(C)C=O.C(O)C. The product is [CH3:33][C:32]([CH3:35])([CH3:34])[CH2:31][CH2:30][N:29]1[C:13](=[O:14])[C:12]([C:7]2[NH:6][C:5]3[CH:16]=[CH:17][C:2]([I:1])=[CH:3][C:4]=3[S:9](=[O:11])(=[O:10])[N:8]=2)=[C:22]([OH:21])[C:24]2=[CH:28][CH:27]=[CH:26][N:25]12. The yield is 0.820. (2) The reactants are [C:1]1(=O)[CH2:5][CH2:4][CH2:3][CH2:2]1.[NH:7]1[CH2:12][CH2:11][CH:10]([O:13][C:14]2[N:19]=[CH:18][C:17]([C:20]3[CH:25]=[CH:24][C:23]([C:26]#[N:27])=[CH:22][CH:21]=3)=[CH:16]N=2)[CH2:9][CH2:8]1.[CH3:28]O. The product is [CH:1]1([N:7]2[CH2:8][CH2:9][CH:10]([O:13][C:14]3[CH:28]=[CH:16][C:17]([C:20]4[CH:25]=[CH:24][C:23]([C:26]#[N:27])=[CH:22][CH:21]=4)=[CH:18][N:19]=3)[CH2:11][CH2:12]2)[CH2:5][CH2:4][CH2:3][CH2:2]1. The yield is 0.870. The catalyst is [Cl-].[Zn+2].[Cl-].[Na]. (3) The reactants are C(NC(C1SC(N2CCN(CC3C=C(C=CC=3)C(OCC)=O)C2=O)=NC=1C)=O)C1C=CC=CC=1.[CH:35]1([CH2:38][N:39]2[CH2:43][CH2:42][N:41]([C:44]3[S:45][C:46]([C:49]([O:51]C)=[O:50])=[CH:47][N:48]=3)[C:40]2=[O:53])[CH2:37][CH2:36]1. No catalyst specified. The product is [CH:35]1([CH2:38][N:39]2[CH2:43][CH2:42][N:41]([C:44]3[S:45][C:46]([C:49]([OH:51])=[O:50])=[CH:47][N:48]=3)[C:40]2=[O:53])[CH2:37][CH2:36]1. The yield is 0.930. (4) The reactants are [O-]P([O-])([O-])=O.[K+].[K+].[K+].[CH2:9]([NH2:16])[C:10]1[CH:15]=[CH:14][CH:13]=[CH:12][CH:11]=1.I[C:18]1[CH:25]=[CH:24][CH:23]=[CH:22][C:19]=1[CH2:20][OH:21].C(O)CO. The catalyst is [Cu]I.CCCCCC.C(OCC)(=O)C.CC(O)C. The product is [CH2:9]([NH:16][C:18]1[CH:25]=[CH:24][CH:23]=[CH:22][C:19]=1[CH2:20][OH:21])[C:10]1[CH:15]=[CH:14][CH:13]=[CH:12][CH:11]=1. The yield is 0.950. (5) The reactants are [O:1]=[C:2]1[C:6]2([CH2:9][CH2:8][CH2:7]2)[N:5]([C:10]2[CH:15]=[CH:14][C:13]([CH2:16][CH2:17][CH2:18][CH:19]=O)=[CH:12][CH:11]=2)[C:4](=[S:21])[N:3]1[C:22]1[CH:29]=[CH:28][C:25]([C:26]#[N:27])=[C:24]([C:30]([F:33])([F:32])[F:31])[CH:23]=1.[CH2:34]([NH2:37])[CH2:35][NH2:36].BrN1C(=O)CCC1=O. The catalyst is ClCCl. The product is [NH:36]1[CH2:35][CH2:34][N:37]=[C:19]1[CH2:18][CH2:17][CH2:16][C:13]1[CH:12]=[CH:11][C:10]([N:5]2[C:4](=[S:21])[N:3]([C:22]3[CH:29]=[CH:28][C:25]([C:26]#[N:27])=[C:24]([C:30]([F:33])([F:32])[F:31])[CH:23]=3)[C:2](=[O:1])[C:6]32[CH2:7][CH2:8][CH2:9]3)=[CH:15][CH:14]=1. The yield is 0.350. (6) The reactants are [CH3:1][N:2]([CH3:32])[C:3]([C:5]1[N:26]([CH:27]2[CH2:31][CH2:30][CH2:29][CH2:28]2)[C:8]2[N:9]=[C:10]([NH:13][C:14]3[CH:19]=[CH:18][C:17]([N:20]4[CH2:25][CH2:24][NH:23][CH2:22][CH2:21]4)=[CH:16][N:15]=3)[N:11]=[CH:12][C:7]=2[CH:6]=1)=[O:4].[CH:33]1([CH2:38][CH2:39][C:40](Cl)=[O:41])[CH2:37][CH2:36][CH2:35][CH2:34]1. No catalyst specified. The product is [CH3:1][N:2]([CH3:32])[C:3]([C:5]1[N:26]([CH:27]2[CH2:31][CH2:30][CH2:29][CH2:28]2)[C:8]2[N:9]=[C:10]([NH:13][C:14]3[CH:19]=[CH:18][C:17]([N:20]4[CH2:21][CH2:22][N:23]([C:40](=[O:41])[CH2:39][CH2:38][CH:33]5[CH2:37][CH2:36][CH2:35][CH2:34]5)[CH2:24][CH2:25]4)=[CH:16][N:15]=3)[N:11]=[CH:12][C:7]=2[CH:6]=1)=[O:4]. The yield is 0.440.